From a dataset of Reaction yield outcomes from USPTO patents with 853,638 reactions. Predict the reaction yield, written as a fraction of the theoretical maximum amount of product (1.0 means a 100% yield; for example, 0.34 means a 34% yield). (1) The reactants are Br[C:2]1[CH:3]=[C:4]([NH:10][C:11]2[CH:21]=[C:14]3[CH2:15][O:16][C:17]([CH3:20])([CH3:19])[CH2:18][N:13]3[N:12]=2)[C:5](=[O:9])[N:6]([CH3:8])[CH:7]=1.[C:22]([O:25][CH2:26][C:27]1[C:28]([N:42]2[N:51]=[CH:50][C:49]3[C:44](=[C:45]([F:56])[CH:46]=[C:47]([C:52]([CH3:55])([CH3:54])[CH3:53])[CH:48]=3)[C:43]2=[O:57])=[N:29][CH:30]=[CH:31][C:32]=1B1OC(C)(C)C(C)(C)O1)(=[O:24])[CH3:23].C([O-])(=O)C.[Na+].[O-]P([O-])([O-])=O.[K+].[K+].[K+]. The catalyst is O.C1C=CC(P(C2C=CC=CC=2)[C-]2C=CC=C2)=CC=1.C1C=CC(P(C2C=CC=CC=2)[C-]2C=CC=C2)=CC=1.Cl[Pd]Cl.[Fe+2].C(#N)C. The product is [C:22]([O:25][CH2:26][C:27]1[C:28]([N:42]2[N:51]=[CH:50][C:49]3[C:44](=[C:45]([F:56])[CH:46]=[C:47]([C:52]([CH3:54])([CH3:53])[CH3:55])[CH:48]=3)[C:43]2=[O:57])=[N:29][CH:30]=[CH:31][C:32]=1[C:2]1[CH:3]=[C:4]([NH:10][C:11]2[CH:21]=[C:14]3[CH2:15][O:16][C:17]([CH3:20])([CH3:19])[CH2:18][N:13]3[N:12]=2)[C:5](=[O:9])[N:6]([CH3:8])[CH:7]=1)(=[O:24])[CH3:23]. The yield is 0.500. (2) The reactants are [CH3:1][C:2]1([N:14]2[CH2:19][CH2:18][CH:17]([N:20]3[C:24]4[CH:25]=[CH:26][CH:27]=[CH:28][C:23]=4[NH:22][C:21]3=[O:29])[CH2:16][CH2:15]2)[CH2:6][CH2:5][N:4]([C:7]([O:9][C:10](C)(C)[CH3:11])=[O:8])[CH2:3]1.FC(F)(F)C(O)=O.C(N(CC)CC)C.C(Cl)(=O)OCC.C(N)(C)(C)C. The catalyst is ClCCl.CO. The product is [CH3:1][C:2]1([N:14]2[CH2:19][CH2:18][CH:17]([N:20]3[C:24]4[CH:25]=[CH:26][CH:27]=[CH:28][C:23]=4[NH:22][C:21]3=[O:29])[CH2:16][CH2:15]2)[CH2:6][CH2:5][N:4]([C:7]([O:9][CH2:10][CH3:11])=[O:8])[CH2:3]1. The yield is 0.920. (3) The reactants are Br[C:2]1[NH:3][C:4]2[C:9]([C:10]=1[CH:11]=[O:12])=[CH:8][CH:7]=[CH:6][CH:5]=2.CCCC[Sn]([C:26]#[C:27][C:28]1[CH:33]=[CH:32][CH:31]=[CH:30][CH:29]=1)(CCCC)CCCC. The catalyst is C(#N)C.C1C=CC(P(C2C=CC=CC=2)C2C=CC=CC=2)=CC=1.C1C=CC(P(C2C=CC=CC=2)C2C=CC=CC=2)=CC=1.Cl[Pd]Cl. The product is [C:28]1([C:27]#[C:26][N:3]2[C:4]3[C:9](=[CH:8][CH:7]=[CH:6][CH:5]=3)[C:10]([CH:11]=[O:12])=[CH:2]2)[CH:33]=[CH:32][CH:31]=[CH:30][CH:29]=1. The yield is 0.0900. (4) The reactants are [CH:1](=O)[CH2:2][CH2:3][CH2:4][CH2:5]/[CH:6]=[CH:7]\[CH2:8][CH3:9].[NH4+:11].[OH-].II. The catalyst is C1COCC1. The product is [C:1](#[N:11])[CH2:2][CH2:3][CH2:4][CH2:5]/[CH:6]=[CH:7]\[CH2:8][CH3:9]. The yield is 0.722. (5) The reactants are [CH2:1]([P:3]([CH2:10][CH2:11][CH2:12][OH:13])(=[O:9])[O:4][CH2:5][CH2:6]CC)[CH3:2].C(O)C[OH:16]. The catalyst is C([O-])(C([O-])=O)=O.C([O-])(C([O-])=O)=O.O=[Ti+2].[K+].[K+]. The product is [CH2:1]([P:3]([CH2:10][CH2:11][CH2:12][OH:13])(=[O:9])[O:4][CH2:5][CH2:6][OH:16])[CH3:2]. The yield is 0.980. (6) The reactants are [Br:1][C:2]1[CH:11]=[CH:10][CH:9]=[C:8]2[C:3]=1[CH2:4][CH:5]=[N:6][CH2:7]2.[Cl:12][C:13]1[C:14]([F:27])=[C:15]([N:19]2[CH:23]=[C:22]([C:24]([OH:26])=O)[N:21]=[N:20]2)[CH:16]=[CH:17][CH:18]=1.[N+:28]([C:30]1[CH:42]=[CH:41][C:33]([C:34]([O:36][C:37]([CH3:40])([CH3:39])[CH3:38])=[O:35])=[CH:32][CH:31]=1)#[C-:29].C[OH:44]. No catalyst specified. The product is [Br:1][C:2]1[CH:11]=[CH:10][CH:9]=[C:8]2[C:3]=1[CH2:4][CH2:5][N:6]([C:24]([C:22]1[N:21]=[N:20][N:19]([C:15]3[CH:16]=[CH:17][CH:18]=[C:13]([Cl:12])[C:14]=3[F:27])[CH:23]=1)=[O:26])[CH:7]2[C:29]([NH:28][C:30]1[CH:42]=[CH:41][C:33]([C:34]([O:36][C:37]([CH3:39])([CH3:38])[CH3:40])=[O:35])=[CH:32][CH:31]=1)=[O:44]. The yield is 0.420.